This data is from Reaction yield outcomes from USPTO patents with 853,638 reactions. The task is: Predict the reaction yield, written as a fraction of the theoretical maximum amount of product (1.0 means a 100% yield; for example, 0.34 means a 34% yield). The reactants are [CH3:1][O:2][C:3](=[O:21])[C@H:4]([CH2:13][C:14]1[CH:19]=[CH:18][C:17]([NH2:20])=[CH:16][CH:15]=1)[NH:5][C:6]([O:8][C:9]([CH3:12])([CH3:11])[CH3:10])=[O:7].C([NH:39][C@@H:40]([C:48](O)=[O:49])[CH2:41][C:42]1[CH:47]=[CH:46][CH:45]=[CH:44][CH:43]=1)(OCC1C2C(=CC=CC=2)C2C1=CC=CC=2)=O.CCN(C(C)C)C(C)C.CN(C(ON1N=NC2C=CC=CC1=2)=[N+](C)C)C.F[P-](F)(F)(F)(F)F.N1CCCCC1. The catalyst is CN(C=O)C.O. The product is [CH3:1][O:2][C:3](=[O:21])[C@H:4]([CH2:13][C:14]1[CH:19]=[CH:18][C:17]([NH:20][C:48](=[O:49])[C@H:40]([NH2:39])[CH2:41][C:42]2[CH:43]=[CH:44][CH:45]=[CH:46][CH:47]=2)=[CH:16][CH:15]=1)[NH:5][C:6]([O:8][C:9]([CH3:12])([CH3:10])[CH3:11])=[O:7]. The yield is 0.815.